This data is from Full USPTO retrosynthesis dataset with 1.9M reactions from patents (1976-2016). The task is: Predict the reactants needed to synthesize the given product. (1) Given the product [CH3:31][O:30][C:23]1[CH:22]=[C:21]([CH:26]=[CH:25][C:24]=1[C:2]1[CH:3]=[N:4][C:5]2[N:6]([CH:8]=[C:9]([CH2:11][O:12][C:13]3[CH:18]=[CH:17][CH:16]=[CH:15][N:14]=3)[N:10]=2)[CH:7]=1)[C:19]#[N:20], predict the reactants needed to synthesize it. The reactants are: Br[C:2]1[CH:3]=[N:4][C:5]2[N:6]([CH:8]=[C:9]([CH2:11][O:12][C:13]3[CH:18]=[CH:17][CH:16]=[CH:15][N:14]=3)[N:10]=2)[CH:7]=1.[C:19]([C:21]1[CH:26]=[CH:25][C:24](B(O)O)=[C:23]([O:30][CH3:31])[CH:22]=1)#[N:20]. (2) The reactants are: Cl[C:2]1[N:7]=[C:6]([NH:8][CH:9]([C:11]2[CH:16]=[CH:15][C:14]([F:17])=[CH:13][CH:12]=2)[CH3:10])[CH:5]=[N:4][CH:3]=1.[OH:18][CH2:19][C:20]1[CH:28]=[CH:27][C:23]2[N:24]=[CH:25][NH:26][C:22]=2[CH:21]=1. Given the product [F:17][C:14]1[CH:15]=[CH:16][C:11]([CH:9]([NH:8][C:6]2[N:7]=[C:2]([N:26]3[C:22]4[CH:21]=[C:20]([CH2:19][OH:18])[CH:28]=[CH:27][C:23]=4[N:24]=[CH:25]3)[CH:3]=[N:4][CH:5]=2)[CH3:10])=[CH:12][CH:13]=1, predict the reactants needed to synthesize it. (3) Given the product [NH2:2][C:5]1[CH:6]=[CH:7][C:8]([N:11]2[CH2:15][CH2:14][CH2:13][S:12]2(=[O:17])=[O:16])=[CH:9][CH:10]=1, predict the reactants needed to synthesize it. The reactants are: O.[N+:2]([C:5]1[CH:10]=[CH:9][C:8]([N:11]2[CH2:15][CH2:14][CH2:13][S:12]2(=[O:17])=[O:16])=[CH:7][CH:6]=1)([O-])=O.